This data is from Forward reaction prediction with 1.9M reactions from USPTO patents (1976-2016). The task is: Predict the product of the given reaction. The product is: [OH:7][CH:4]1[CH2:5][CH2:6][N:1]([C:13]([O:12][C:9]([CH3:11])([CH3:10])[CH3:8])=[O:14])[CH2:2][CH2:3]1. Given the reactants [NH:1]1[CH2:6][CH2:5][CH:4]([OH:7])[CH2:3][CH2:2]1.[CH3:8][C:9]([O:12][C:13](O[C:13]([O:12][C:9]([CH3:11])([CH3:10])[CH3:8])=[O:14])=[O:14])([CH3:11])[CH3:10], predict the reaction product.